Dataset: HIV replication inhibition screening data with 41,000+ compounds from the AIDS Antiviral Screen. Task: Binary Classification. Given a drug SMILES string, predict its activity (active/inactive) in a high-throughput screening assay against a specified biological target. (1) The molecule is COc1ccc2ccccc2c1Br. The result is 0 (inactive). (2) The drug is O=C1C(C(O)(C(F)(F)Cl)C(F)(F)Cl)CCC1C(O)(C(F)(F)Cl)C(F)(F)Cl. The result is 0 (inactive).